This data is from Drug-target binding data from BindingDB using IC50 measurements. The task is: Regression. Given a target protein amino acid sequence and a drug SMILES string, predict the binding affinity score between them. We predict pIC50 (pIC50 = -log10(IC50 in M); higher means more potent). Dataset: bindingdb_ic50. (1) The drug is Cc1nnc(C)n1-c1ccc(O[C@H]2c3cc(Cl)cc(Cl)c3C[C@@H]2N2CC[C@@H](O)C2)c(F)c1.Cl. The target protein sequence is KYVKANISEQSATTVRYTMKMLASGAETIIFMFLGISAVDPLIWKWNTAFVLLTLVFISVYRVIGVVLQTWILNRYRMVQLEIIDQVVMSYGGLRGAVAFALVVLLDENKVKEKNLFVSTTLIVIFFTVIVQGLTIKPLV. The pIC50 is 8.1. (2) The pIC50 is 6.8. The compound is O=C(Cn1nc(-c2cccc(F)c2)c2ccccc21)N1CCCCC1. The target protein (Q9GT49) has sequence MPTLQSLAVPFGCVQGYAPGGIPAYSNKHESYFSGERSIDGNLFCGFKYQCVEFARRWLFERKSLVLPDVDWAVHIFNLKEVSDARTGKPVRCVAIRNGTAAKPVVDSLLIYPSDDYSPVGHVAAITEVGDKWVRIADQNHRFHKWDANYAAELPLIHEKGVWTILDPLEDEVLKPLGWVTFPDTPDRNPNEPLVLHESLHFKRGELPTLRRLTFTPTSREKDWLDLTNEAEAYFADVCGIDVKNPKLEKASYYQMNRELYLDCAKYGNQLHQMFLEATKFVLGSDELLRLFCIPEEYWPRLRHSWETQPHAITGRFDFAFDEDTQQFKCFEYNADSASTLLECGVIQQKWARSVGLDDGTTYSSGSLVSSRLQLAWEMAEVTGRVHFLIDNDDEEHYTALYVMQHASAAGLETKLCVLFDEFHFDENGVVVDSDGVAVTTVWKTWMWETAIADHQKARVQRGNDWRPTPKDEVRLCDILLGPNWDLRVFEPMWKIIPSN....